From a dataset of Forward reaction prediction with 1.9M reactions from USPTO patents (1976-2016). Predict the product of the given reaction. (1) Given the reactants [CH3:1][N:2]1[C:6]2[CH:7]=[C:8](B3OC(C)(C)C(C)(C)O3)[CH:9]=[CH:10][C:5]=2[O:4][C:3]1=[O:20].Br[C:22]1[CH:23]=[C:24]([CH:28]([CH:35]2[CH2:37][CH2:36]2)[NH:29][S:30]([CH2:33][CH3:34])(=[O:32])=[O:31])[CH:25]=[N:26][CH:27]=1.C(Cl)Cl.C([O-])([O-])=O.[Na+].[Na+], predict the reaction product. The product is: [CH:35]1([CH:28]([C:24]2[CH:25]=[N:26][CH:27]=[C:22]([C:8]3[CH:9]=[CH:10][C:5]4[O:4][C:3](=[O:20])[N:2]([CH3:1])[C:6]=4[CH:7]=3)[CH:23]=2)[NH:29][S:30]([CH2:33][CH3:34])(=[O:32])=[O:31])[CH2:37][CH2:36]1. (2) Given the reactants [CH3:1][NH2:2].[CH3:3][C:4]1[C:12]2[C:7](=[CH:8][CH:9]=[CH:10][CH:11]=2)[NH:6][C:5]=1[CH:13]=O.[BH4-].[Na+].O, predict the reaction product. The product is: [CH3:3][C:4]1[C:12]2[C:7](=[CH:8][CH:9]=[CH:10][CH:11]=2)[NH:6][C:5]=1[CH2:13][NH:2][CH3:1]. (3) The product is: [C:1]1([OH:7])[CH:6]=[CH:5][CH:4]=[CH:3][CH:2]=1.[C:20]([O:21][O:8][C:16]([C:10]1[CH:15]=[CH:14][CH:13]=[CH:12][CH:11]=1)([CH3:18])[CH3:17])([C:1]1[CH:6]=[CH:5][CH:4]=[CH:3][CH:2]=1)([CH3:22])[CH3:19]. Given the reactants [C:1]1([OH:7])[CH:6]=[CH:5][CH:4]=[CH:3][CH:2]=1.[O-:8]O.[C:10]1([CH:16]([CH3:18])[CH3:17])[CH:15]=[CH:14][CH:13]=[CH:12][CH:11]=1.[CH3:19][C:20]([CH3:22])=[O:21], predict the reaction product. (4) Given the reactants Cl[CH2:2][C@H:3]([OH:30])[CH2:4][NH:5][C:6]([C:8]1[CH:9]=[N:10][N:11]2[CH:16]=[CH:15][C:14]([N:17]3[CH2:21][CH2:20][CH2:19][C@@H:18]3[C:22]3[C:23](=[O:29])[NH:24][CH:25]=[C:26]([F:28])[CH:27]=3)=[N:13][C:12]=12)=[O:7].C([O-])([O-])=O.[Cs+].[Cs+], predict the reaction product. The product is: [F:28][C:26]1[CH:27]=[C:22]2[C:23](=[N:24][CH:25]=1)[O:29][CH2:2][C@H:3]([OH:30])[CH2:4][NH:5][C:6](=[O:7])[C:8]1=[C:12]3[N:13]=[C:14]([CH:15]=[CH:16][N:11]3[N:10]=[CH:9]1)[N:17]1[C@@H:18]2[CH2:19][CH2:20][CH2:21]1. (5) Given the reactants [CH:1]1([CH:7]([NH:21][C:22]2[CH:30]=[CH:29][C:25]([C:26](O)=[O:27])=[CH:24][CH:23]=2)[C:8]2[CH:12]=[C:11]([CH:13]3[CH2:18][CH2:17][S:16][CH2:15][CH2:14]3)[S:10][C:9]=2[CH2:19][CH3:20])[CH2:6][CH2:5][CH2:4][CH2:3][CH2:2]1.Cl.[NH2:32][CH2:33][CH2:34][C:35]([O:37][CH2:38][CH3:39])=[O:36].O.ON1C2C=CC=CC=2N=N1.Cl.C(N=C=NCCCN(C)C)C.Cl, predict the reaction product. The product is: [CH:1]1([CH:7]([NH:21][C:22]2[CH:23]=[CH:24][C:25]([C:26]([NH:32][CH2:33][CH2:34][C:35]([O:37][CH2:38][CH3:39])=[O:36])=[O:27])=[CH:29][CH:30]=2)[C:8]2[CH:12]=[C:11]([CH:13]3[CH2:14][CH2:15][S:16][CH2:17][CH2:18]3)[S:10][C:9]=2[CH2:19][CH3:20])[CH2:6][CH2:5][CH2:4][CH2:3][CH2:2]1. (6) Given the reactants [CH2:1]([OH:8])[C:2]1[CH:7]=[CH:6][CH:5]=[CH:4][CH:3]=1.Cl[S:10]([N:13]=[C:14]=[O:15])(=[O:12])=[O:11].NCCC1[CH:24]=[CH:23][CH:22]=[CH:21][N:20]=1.Cl, predict the reaction product. The product is: [N:20]1([S:10]([NH:13][C:14](=[O:15])[O:8][CH2:1][C:2]2[CH:7]=[CH:6][CH:5]=[CH:4][CH:3]=2)(=[O:12])=[O:11])[CH2:21][CH2:22][CH2:23][CH2:24]1.